Predict the product of the given reaction. From a dataset of Forward reaction prediction with 1.9M reactions from USPTO patents (1976-2016). (1) Given the reactants [Br:1][C:2]1[N:7]=[C:6]([CH:8]=O)[CH:5]=[CH:4][CH:3]=1.[NH:10]1[CH2:15][CH2:14][S:13](=[O:17])(=[O:16])[CH2:12][CH2:11]1.C(O[BH-](OC(=O)C)OC(=O)C)(=O)C.[Na+], predict the reaction product. The product is: [Br:1][C:2]1[N:7]=[C:6]([CH2:8][N:10]2[CH2:15][CH2:14][S:13](=[O:17])(=[O:16])[CH2:12][CH2:11]2)[CH:5]=[CH:4][CH:3]=1. (2) Given the reactants C([N:8]1[CH2:12][CH2:11][C:10]([C:17]2[CH:22]=[C:21]([Cl:23])[CH:20]=[C:19]([Cl:24])[CH:18]=2)([C:13]([F:16])([F:15])[F:14])[CH2:9]1)C1C=CC=CC=1.ClC(OC(Cl)C)=O.O, predict the reaction product. The product is: [Cl:23][C:21]1[CH:22]=[C:17]([C:10]2([C:13]([F:16])([F:15])[F:14])[CH2:11][CH2:12][NH:8][CH2:9]2)[CH:18]=[C:19]([Cl:24])[CH:20]=1. (3) The product is: [O:16]=[C:15]([CH:17]1[C:22]([CH3:23])([CH3:24])[CH2:21][CH:20]=[CH:19][CH:18]1[CH3:25])[CH2:14][CH:13]([S:26][CH2:27][CH2:28][C:29]([O:31][CH3:32])=[O:30])[CH3:12]. Given the reactants C1CCN2C(=NCCC2)CC1.[CH3:12]/[CH:13]=[CH:14]/[C:15]([CH:17]1[C:22]([CH3:24])([CH3:23])[CH2:21][CH:20]=[CH:19][CH:18]1[CH3:25])=[O:16].[SH:26][CH2:27][CH2:28][C:29]([O:31][CH3:32])=[O:30], predict the reaction product. (4) Given the reactants [C:1]([N:5]1[C:9]([NH2:10])=[CH:8][C:7]([CH:11]2[CH2:14][CH2:13][CH2:12]2)=[N:6]1)([CH3:4])([CH3:3])[CH3:2].[C:15](OC)(=[O:20])[CH2:16][C:17]([CH3:19])=O, predict the reaction product. The product is: [C:1]([N:5]1[C:9]2[NH:10][C:15](=[O:20])[CH:16]=[C:17]([CH3:19])[C:8]=2[C:7]([CH:11]2[CH2:14][CH2:13][CH2:12]2)=[N:6]1)([CH3:4])([CH3:2])[CH3:3]. (5) Given the reactants [Br:1][C:2]1[CH:11]=[CH:10][CH:9]=[C:8]2[C:3]=1[CH:4]=[CH:5][N:6]=[CH:7]2.[BH4-].[Na+], predict the reaction product. The product is: [Br:1][C:2]1[CH:11]=[CH:10][CH:9]=[C:8]2[C:3]=1[CH2:4][CH2:5][NH:6][CH2:7]2. (6) Given the reactants [Br:1][C:2]1[CH:7]=[CH:6][C:5]([C:8]2[O:9][C:10]([CH3:20])=[C:11]([CH2:13][CH2:14]OS(C)(=O)=O)[N:12]=2)=[CH:4][CH:3]=1.C(=O)([O-])[O-].[K+].[K+].Cl.[CH3:28][C@@H:29]1[CH2:33][CH2:32][CH2:31][NH:30]1, predict the reaction product. The product is: [Br:1][C:2]1[CH:7]=[CH:6][C:5]([C:8]2[O:9][C:10]([CH3:20])=[C:11]([CH2:13][CH2:14][N:30]3[CH2:31][CH2:32][CH2:33][C@H:29]3[CH3:28])[N:12]=2)=[CH:4][CH:3]=1. (7) Given the reactants [F:1][C:2]([F:18])([F:17])[C:3]1[CH:8]=[CH:7][C:6]([C:9]2([CH:15]=O)[CH2:14][CH2:13][CH2:12][CH2:11][CH2:10]2)=[CH:5][CH:4]=1.[CH3:19][NH2:20].C(O[BH-](OC(=O)C)OC(=O)C)(=O)C.[Na+], predict the reaction product. The product is: [CH3:19][NH:20][CH2:15][C:9]1([C:6]2[CH:7]=[CH:8][C:3]([C:2]([F:18])([F:17])[F:1])=[CH:4][CH:5]=2)[CH2:14][CH2:13][CH2:12][CH2:11][CH2:10]1.